From a dataset of Full USPTO retrosynthesis dataset with 1.9M reactions from patents (1976-2016). Predict the reactants needed to synthesize the given product. (1) Given the product [NH2:1][C:2]1[N:7]=[C:6]([N:8]2[C@H:13]([CH3:14])[CH2:12][CH2:11][C@H:10]([NH:15][C:16](=[O:23])[C:17]3[CH:22]=[CH:21][CH:20]=[CH:19][CH:18]=3)[CH2:9]2)[CH:5]=[C:4]([C:24]2[CH:25]=[C:26]3[C:27]([C:30]([NH2:31])=[N:34][NH:35]3)=[CH:28][CH:29]=2)[N:3]=1, predict the reactants needed to synthesize it. The reactants are: [NH2:1][C:2]1[N:7]=[C:6]([N:8]2[C@H:13]([CH3:14])[CH2:12][CH2:11][C@H:10]([NH:15][C:16](=[O:23])[C:17]3[CH:22]=[CH:21][CH:20]=[CH:19][CH:18]=3)[CH2:9]2)[CH:5]=[C:4]([C:24]2[CH:29]=[CH:28][C:27]([C:30]#[N:31])=[C:26](F)[CH:25]=2)[N:3]=1.O.[NH2:34][NH2:35]. (2) The reactants are: C([O:3][C:4]([C:6]1[CH:7]=[C:8]2[C:13](=[CH:14][CH:15]=1)[NH:12][CH:11]([C:16]1[CH:21]=[CH:20][CH:19]=[CH:18][C:17]=1[Br:22])[C:10]([CH3:24])([CH3:23])[CH2:9]2)=[O:5])C.[OH-].[Na+].Cl. Given the product [Br:22][C:17]1[CH:18]=[CH:19][CH:20]=[CH:21][C:16]=1[CH:11]1[C:10]([CH3:23])([CH3:24])[CH2:9][C:8]2[C:13](=[CH:14][CH:15]=[C:6]([C:4]([OH:5])=[O:3])[CH:7]=2)[NH:12]1, predict the reactants needed to synthesize it. (3) Given the product [CH3:1][O:2][C:3]1[CH:4]=[C:5]([CH:28]=[CH:29][CH:30]=1)[CH2:6][NH:7][C:8]([C:10]1([CH2:23][CH2:24][CH2:25][CH2:26][N:34]2[CH2:35][CH2:36][N:31]([C:37]3[CH:46]=[CH:45][C:44]4[C:39](=[CH:40][CH:41]=[CH:42][CH:43]=4)[N:38]=3)[CH2:32][CH2:33]2)[C:22]2[CH:21]=[CH:20][CH:19]=[CH:18][C:17]=2[C:16]2[C:11]1=[CH:12][CH:13]=[CH:14][CH:15]=2)=[O:9], predict the reactants needed to synthesize it. The reactants are: [CH3:1][O:2][C:3]1[CH:4]=[C:5]([CH:28]=[CH:29][CH:30]=1)[CH2:6][NH:7][C:8]([C:10]1([CH2:23][CH2:24][CH2:25][CH2:26]Br)[C:22]2[CH:21]=[CH:20][CH:19]=[CH:18][C:17]=2[C:16]2[C:11]1=[CH:12][CH:13]=[CH:14][CH:15]=2)=[O:9].[N:31]1([C:37]2[CH:46]=[CH:45][C:44]3[C:39](=[CH:40][CH:41]=[CH:42][CH:43]=3)[N:38]=2)[CH2:36][CH2:35][NH:34][CH2:33][CH2:32]1. (4) The reactants are: [N:1]1[CH:6]=[CH:5][C:4]([C:7]2[S:11][C:10]([C:12]([OH:14])=O)=[CH:9][CH:8]=2)=[CH:3][CH:2]=1.[O:15]([C:22]1[CH:27]=[CH:26][CH:25]=[CH:24][C:23]=1[CH2:28][CH2:29][NH2:30])[C:16]1[CH:21]=[CH:20][CH:19]=[CH:18][CH:17]=1. Given the product [O:15]([C:22]1[CH:27]=[CH:26][CH:25]=[CH:24][C:23]=1[CH2:28][CH2:29][NH:30][C:12]([C:10]1[S:11][C:7]([C:4]2[CH:3]=[CH:2][N:1]=[CH:6][CH:5]=2)=[CH:8][CH:9]=1)=[O:14])[C:16]1[CH:17]=[CH:18][CH:19]=[CH:20][CH:21]=1, predict the reactants needed to synthesize it. (5) Given the product [C:1]1([C:7]2[C:16]([NH2:17])=[CH:15][CH:14]=[C:13]3[C:8]=2[CH:9]=[CH:10][CH:11]=[N:12]3)[CH:2]=[CH:3][CH:4]=[CH:5][CH:6]=1, predict the reactants needed to synthesize it. The reactants are: [C:1]1([C:7]2[C:16]([NH:17]C(=O)OC(C)(C)C)=[CH:15][CH:14]=[C:13]3[C:8]=2[CH:9]=[CH:10][CH:11]=[N:12]3)[CH:6]=[CH:5][CH:4]=[CH:3][CH:2]=1.N.